Dataset: Forward reaction prediction with 1.9M reactions from USPTO patents (1976-2016). Task: Predict the product of the given reaction. (1) Given the reactants [N:1]1([C:7]2[CH:12]=[CH:11][C:10]([S:13]([NH:16][C:17]3[S:21][N:20]=[CH:19][N:18]=3)(=[O:15])=[O:14])=[CH:9][CH:8]=2)[CH2:6][CH2:5][NH:4][CH2:3][CH2:2]1.[Cl:22][C:23]1[CH:24]=[C:25]2[C:29](=[CH:30][CH:31]=1)[N:28]([CH2:32][CH2:33][C:34](O)=[O:35])[CH:27]=[CH:26]2.CN([P+](ON1N=NC2C=CC=CC1=2)(N(C)C)N(C)C)C.F[P-](F)(F)(F)(F)F.C(N(CC)CC)C, predict the reaction product. The product is: [Cl:22][C:23]1[CH:24]=[C:25]2[C:29](=[CH:30][CH:31]=1)[N:28]([CH2:32][CH2:33][C:34]([N:4]1[CH2:5][CH2:6][N:1]([C:7]3[CH:8]=[CH:9][C:10]([S:13]([NH:16][C:17]4[S:21][N:20]=[CH:19][N:18]=4)(=[O:15])=[O:14])=[CH:11][CH:12]=3)[CH2:2][CH2:3]1)=[O:35])[CH:27]=[CH:26]2. (2) Given the reactants C[O:2][C:3]([C:5]1[S:9][C:8]([CH:10]([CH3:12])[CH3:11])=[N:7][C:6]=1[CH2:13][CH3:14])=O.[H-].[H-].[H-].[H-].[Li+].[Al+3], predict the reaction product. The product is: [CH2:13]([C:6]1[N:7]=[C:8]([CH:10]([CH3:11])[CH3:12])[S:9][C:5]=1[CH2:3][OH:2])[CH3:14]. (3) Given the reactants [C:1]([CH:5]1[CH2:10][CH2:9][CH:8]([O:11][C:12]2[C:13]([C:29]3[CH:34]=[CH:33][C:32]([O:35][C:36]([F:39])([F:38])[F:37])=[CH:31][CH:30]=3)=[C:14]3[C:19](=[CH:20][CH:21]=2)[CH:18]=[C:17]([C@:22]2([CH3:28])[CH2:26][O:25]C(=O)[NH:23]2)[CH:16]=[CH:15]3)[CH2:7][CH2:6]1)([CH3:4])([CH3:3])[CH3:2].C(O)C.O.[OH-].[Li+].O, predict the reaction product. The product is: [NH2:23][C@@:22]([C:17]1[CH:16]=[CH:15][C:14]2[C:19](=[CH:20][CH:21]=[C:12]([O:11][C@H:8]3[CH2:7][CH2:6][C@H:5]([C:1]([CH3:4])([CH3:3])[CH3:2])[CH2:10][CH2:9]3)[C:13]=2[C:29]2[CH:30]=[CH:31][C:32]([O:35][C:36]([F:38])([F:39])[F:37])=[CH:33][CH:34]=2)[CH:18]=1)([CH3:28])[CH2:26][OH:25]. (4) Given the reactants [F:1][C:2]1[CH:10]=[C:9]2[C:5]([C:6](B3OC(C)(C)C(C)(C)O3)=[CH:7][N:8]2[C:11]([O:13][C:14]([CH3:17])([CH3:16])[CH3:15])=[O:12])=[CH:4][CH:3]=1.Br[C:28]1[CH:29]=[CH:30][C:31]2[S:35](=[O:37])(=[O:36])[N:34]([CH2:38][CH2:39][OH:40])[CH:33]([CH3:41])[C:32]=2[CH:42]=1.C([O-])([O-])=O.[Cs+].[Cs+], predict the reaction product. The product is: [F:1][C:2]1[CH:10]=[C:9]2[C:5]([C:6]([C:28]3[CH:29]=[CH:30][C:31]4[S:35](=[O:37])(=[O:36])[N:34]([CH2:38][CH2:39][OH:40])[CH:33]([CH3:41])[C:32]=4[CH:42]=3)=[CH:7][N:8]2[C:11]([O:13][C:14]([CH3:15])([CH3:16])[CH3:17])=[O:12])=[CH:4][CH:3]=1. (5) The product is: [CH3:1][C:2]([Si:5]([CH3:36])([CH3:35])[O:6][CH2:7][C@@H:8]([O:10][C:11]1[CH:12]=[C:13]([CH:24]=[C:25]([OH:27])[CH:26]=1)[C:14]([NH:16][C:17]1[CH:21]=[CH:20][N:19]([CH2:22][CH3:23])[N:18]=1)=[O:15])[CH3:9])([CH3:4])[CH3:3]. Given the reactants [CH3:1][C:2]([Si:5]([CH3:36])([CH3:35])[O:6][CH2:7][C@@H:8]([O:10][C:11]1[CH:12]=[C:13]([CH:24]=[C:25]([O:27]CC2C=CC=CC=2)[CH:26]=1)[C:14]([NH:16][C:17]1[CH:21]=[CH:20][N:19]([CH2:22][CH3:23])[N:18]=1)=[O:15])[CH3:9])([CH3:4])[CH3:3], predict the reaction product. (6) Given the reactants [C:1]([OH:5])(=[O:4])[CH:2]=[O:3].[C:6]([C:9]1[CH:14]=[CH:13][CH:12]=[CH:11][N:10]=1)(=[O:8])[CH3:7].C(=O)([O-])[O-].[K+:19].[K+].[OH-].[K+], predict the reaction product. The product is: [OH:3][CH:2]([CH2:7][C:6](=[O:8])[C:9]1[CH:14]=[CH:13][CH:12]=[CH:11][N:10]=1)[C:1]([O-:5])=[O:4].[K+:19]. (7) Given the reactants [OH:1][CH:2]1[C:11]2[C:6](=[CH:7][C:8]([C:12](=[O:14])[CH3:13])=[CH:9][CH:10]=2)[C:5]([CH3:16])([CH3:15])[CH2:4][CH2:3]1.[CH3:17][O:18][CH2:19]Cl.C(N(CC)CC)C, predict the reaction product. The product is: [CH3:17][O:18][CH2:19][O:1][CH:2]1[C:11]2[C:6](=[CH:7][C:8]([C:12](=[O:14])[CH3:13])=[CH:9][CH:10]=2)[C:5]([CH3:16])([CH3:15])[CH2:4][CH2:3]1.